This data is from Experimentally validated miRNA-target interactions with 360,000+ pairs, plus equal number of negative samples. The task is: Binary Classification. Given a miRNA mature sequence and a target amino acid sequence, predict their likelihood of interaction. (1) The miRNA is hsa-miR-4634 with sequence CGGCGCGACCGGCCCGGGG. The protein sequence of the target gene is MDSTIPVLGTELTPINGREETPCYKQTLSFTGLTCIVSLVALTGNAVVLWLLGCRMRRNAVSIYILNLVAADFLFLSGHIICSPLRLINIRHPISKILSPVMTFPYFIGLSMLSAISTERCLSILWPIWYHCRRPRYLSSVMCVLLWALSLLRSILEWMFCDFLFSGANSVWCETSDFITIAWLVFLCVVLCGSSLVLLVRILCGSRKMPLTRLYVTILLTVLVFLLCGLPFGIQWALFSRIHLDWKVLFCHVHLVSIFLSALNSSANPIIYFFVGSFRQRQNRQNLKLVLQRALQDTPE.... Result: 0 (no interaction). (2) The miRNA is mmu-miR-1a-3p with sequence UGGAAUGUAAAGAAGUAUGUAU. The protein sequence of the target gene is MVVSKMNKDAQMRAAINQKLIETGERERLKELLRAKLIECGWKDQLKAHCKEVIKEKGLEHVTVDDLVAEITPKGRALVPDSVKKELLQRIRTFLAQHASL. Result: 0 (no interaction).